Dataset: Reaction yield outcomes from USPTO patents with 853,638 reactions. Task: Predict the reaction yield, written as a fraction of the theoretical maximum amount of product (1.0 means a 100% yield; for example, 0.34 means a 34% yield). (1) The reactants are [CH3:1][N:2]([CH3:20])[CH2:3][CH2:4][CH2:5][O:6][C:7]1[CH:12]=[CH:11][C:10]([NH2:13])=[CH:9][C:8]=1[C:14]1[N:15]([CH3:19])[N:16]=[CH:17][CH:18]=1.[F:21][C:22]([F:33])([F:32])[C:23]1[CH:28]=[CH:27][C:26]([N:29]=[C:30]=[O:31])=[CH:25][CH:24]=1. The catalyst is C(Cl)Cl. The product is [CH3:20][N:2]([CH3:1])[CH2:3][CH2:4][CH2:5][O:6][C:7]1[CH:12]=[CH:11][C:10]([NH:13][C:30]([NH:29][C:26]2[CH:25]=[CH:24][C:23]([C:22]([F:21])([F:32])[F:33])=[CH:28][CH:27]=2)=[O:31])=[CH:9][C:8]=1[C:14]1[N:15]([CH3:19])[N:16]=[CH:17][CH:18]=1. The yield is 0.330. (2) The reactants are O1[C:5]2([CH2:10][CH2:9][CH:8]([C:11]3[S:12][CH:13]=[CH:14][N:15]=3)[CH2:7][CH2:6]2)[O:4]CC1.C([O-])([O-])=O.[Na+].[Na+]. The catalyst is C1COCC1. The product is [S:12]1[CH:13]=[CH:14][N:15]=[C:11]1[CH:8]1[CH2:7][CH2:6][C:5](=[O:4])[CH2:10][CH2:9]1. The yield is 0.950. (3) The reactants are [OH:1][CH2:2][CH2:3][C:4]1[CH:9]=[CH:8][N:7]=[CH:6][CH:5]=1.C(N(CC)CC)C.[Si:17](Cl)([C:20]([CH3:23])([CH3:22])[CH3:21])([CH3:19])[CH3:18]. The catalyst is C(Cl)Cl. The product is [Si:17]([O:1][CH2:2][CH2:3][C:4]1[CH:9]=[CH:8][N:7]=[CH:6][CH:5]=1)([C:20]([CH3:23])([CH3:22])[CH3:21])([CH3:19])[CH3:18]. The yield is 0.970. (4) The reactants are C(OC(=O)[NH:7][C:8]1[CH:13]=[CH:12][N:11]=[CH:10][C:9]=1[CH2:14][CH2:15][OH:16])(C)(C)C.C(O)(C(F)(F)F)=O. The product is [NH2:7][C:8]1[CH:13]=[CH:12][N:11]=[CH:10][C:9]=1[CH2:14][CH2:15][OH:16]. The yield is 0.230. The catalyst is C(Cl)Cl.